From a dataset of Forward reaction prediction with 1.9M reactions from USPTO patents (1976-2016). Predict the product of the given reaction. (1) The product is: [C:6]([O:9][C:10]1[CH:11]=[C:12]([CH:17]=[C:18]([N+:22]([O-:24])=[O:23])[C:19]=1[O:20][CH3:21])[C:13]([O:15][CH3:16])=[O:14])(=[O:8])[CH3:7]. Given the reactants S(=O)(=O)(O)O.[C:6]([O:9][C:10]1[CH:11]=[C:12]([CH:17]=[CH:18][C:19]=1[O:20][CH3:21])[C:13]([O:15][CH3:16])=[O:14])(=[O:8])[CH3:7].[N+:22]([O-])([OH:24])=[O:23], predict the reaction product. (2) Given the reactants [Si:1]([O:8][CH2:9][CH2:10][CH:11]1[C:16]2[S:17][C:18]([C:21]([OH:23])=O)=[C:19]([Cl:20])[C:15]=2[CH2:14][CH2:13][O:12]1)([C:4]([CH3:7])([CH3:6])[CH3:5])([CH3:3])[CH3:2].C([N:26](CC)CC)C.CS(Cl)(=O)=O.N.O1CCOCC1, predict the reaction product. The product is: [Si:1]([O:8][CH2:9][CH2:10][CH:11]1[C:16]2[S:17][C:18]([C:21]([NH2:26])=[O:23])=[C:19]([Cl:20])[C:15]=2[CH2:14][CH2:13][O:12]1)([C:4]([CH3:7])([CH3:6])[CH3:5])([CH3:3])[CH3:2].